From a dataset of Forward reaction prediction with 1.9M reactions from USPTO patents (1976-2016). Predict the product of the given reaction. (1) Given the reactants Br[C:2]1[N:11]=[C:10]([C:12]([O:14][CH3:15])=[O:13])[C:9]([O:16][CH3:17])=[C:8]2[C:3]=1[CH:4]=[CH:5][CH:6]=[N:7]2.[F:18][C:19]1[CH:33]=[CH:32][C:22]([CH2:23][NH:24][C:25](=[O:31])[O:26][C:27]([CH3:30])([CH3:29])[CH3:28])=[C:21]([O:34][CH2:35][CH2:36][CH2:37][CH2:38][S:39](=[O:43])(=[O:42])[NH:40][CH3:41])[CH:20]=1.N1C=CC=CC=1C1C=CC=CN=1, predict the reaction product. The product is: [C:27]([O:26][C:25]([NH:24][CH2:23][C:22]1[CH:32]=[CH:33][C:19]([F:18])=[CH:20][C:21]=1[O:34][CH2:35][CH2:36][CH2:37][CH2:38][S:39]([N:40]([C:2]1[N:11]=[C:10]([C:12]([O:14][CH3:15])=[O:13])[C:9]([O:16][CH3:17])=[C:8]2[C:3]=1[CH:4]=[CH:5][CH:6]=[N:7]2)[CH3:41])(=[O:43])=[O:42])=[O:31])([CH3:30])([CH3:28])[CH3:29]. (2) The product is: [CH3:13][N:12]([CH3:14])[C:10](=[N:1][C:2]1[CH:7]=[CH:6][CH:5]=[CH:4][N:3]=1)[CH3:11]. Given the reactants [NH2:1][C:2]1[CH:7]=[CH:6][CH:5]=[CH:4][N:3]=1.CO[C:10](OC)([N:12]([CH3:14])[CH3:13])[CH3:11], predict the reaction product. (3) Given the reactants Cl[C:2]1[N:3]=[N:4][C:5]([Cl:9])=[CH:6][C:7]=1[NH2:8].[CH2:10]([OH:15])[C:11]([F:14])([F:13])[F:12].O.[OH-].[Li+], predict the reaction product. The product is: [Cl:9][C:5]1[N:4]=[N:3][C:2]([O:15][CH2:10][C:11]([F:14])([F:13])[F:12])=[C:7]([NH2:8])[CH:6]=1. (4) Given the reactants [C:1](#[N:4])[CH:2]=[CH2:3].[CH2:5]=[CH:6][C:7](=[CH2:9])[CH3:8].N(C(C)(C)C#N)=NC(C)(C)C#N, predict the reaction product. The product is: [CH2:5]=[CH:6][C:7](=[CH2:8])[CH3:9].[C:1](#[N:4])[CH:2]=[CH2:3]. (5) Given the reactants C([O:9][CH2:10][CH2:11][N:12]1[C:20]2[C:19](Cl)=[N:18][CH:17]=[N:16][C:15]=2[CH:14]=[CH:13]1)(=O)C1C=CC=CC=1.[NH2:22][C:23]1[CH:43]=[CH:42][C:26]([O:27][C:28]2[CH:29]=[C:30]([CH:39]=[CH:40][CH:41]=2)[C:31]([NH:33][C:34]([C:37]#[N:38])([CH3:36])[CH3:35])=[O:32])=[C:25]([Cl:44])[CH:24]=1.C(O)(C)C.[OH-].[Na+], predict the reaction product. The product is: [Cl:44][C:25]1[CH:24]=[C:23]([NH:22][C:19]2[C:20]3[N:12]([CH2:11][CH2:10][OH:9])[CH:13]=[CH:14][C:15]=3[N:16]=[CH:17][N:18]=2)[CH:43]=[CH:42][C:26]=1[O:27][C:28]1[CH:29]=[C:30]([CH:39]=[CH:40][CH:41]=1)[C:31]([NH:33][C:34]([C:37]#[N:38])([CH3:35])[CH3:36])=[O:32]. (6) The product is: [CH3:6][N:7]([CH3:12])[S:8]([N:1]1[CH:5]=[CH:4][N:3]=[CH:2]1)(=[O:10])=[O:9]. Given the reactants [NH:1]1[CH:5]=[CH:4][N:3]=[CH:2]1.[CH3:6][N:7]([CH3:12])[S:8](Cl)(=[O:10])=[O:9], predict the reaction product. (7) Given the reactants C(=O)([O-])[O-].[K+].[K+].[CH3:7][O:8][C:9]1[CH:16]=[CH:15][C:12]([CH2:13]Cl)=[CH:11][CH:10]=1.[Br:17][C:18]1[C:23]([OH:24])=[CH:22][CH:21]=[C:20]([I:25])[N:19]=1.O, predict the reaction product. The product is: [Br:17][C:18]1[C:23]([O:24][CH2:13][C:12]2[CH:15]=[CH:16][C:9]([O:8][CH3:7])=[CH:10][CH:11]=2)=[CH:22][CH:21]=[C:20]([I:25])[N:19]=1.